From a dataset of Forward reaction prediction with 1.9M reactions from USPTO patents (1976-2016). Predict the product of the given reaction. (1) Given the reactants [NH2:1][C:2]1[CH:10]=[C:9]([CH2:11][N:12]2[CH2:17][CH2:16][N:15]([C:18]([O:20][C:21]([CH3:24])([CH3:23])[CH3:22])=[O:19])[CH2:14][CH2:13]2)[C:8]([Br:25])=[CH:7][C:3]=1[C:4]([OH:6])=O.Cl.[Cl:27][C:28]1[CH:29]=[CH:30][C:31]([S:36]([CH2:39][CH3:40])(=[O:38])=[O:37])=[C:32]([CH2:34][NH2:35])[CH:33]=1, predict the reaction product. The product is: [NH2:1][C:2]1[C:3]([C:4](=[O:6])[NH:35][CH2:34][C:32]2[CH:33]=[C:28]([Cl:27])[CH:29]=[CH:30][C:31]=2[S:36]([CH2:39][CH3:40])(=[O:38])=[O:37])=[CH:7][C:8]([Br:25])=[C:9]([CH2:11][N:12]2[CH2:17][CH2:16][N:15]([C:18]([O:20][C:21]([CH3:22])([CH3:24])[CH3:23])=[O:19])[CH2:14][CH2:13]2)[CH:10]=1. (2) Given the reactants [NH2:1][C:2]1[CH:3]=[C:4]([C:18]([OH:20])=[O:19])[CH:5]=[C:6]([C:8]2[CH:13]=[CH:12][C:11]([O:14][CH3:15])=[C:10]([O:16][CH3:17])[CH:9]=2)[CH:7]=1.[CH3:21][O:22][C:23]1[N:28]=[C:27]([O:29][CH3:30])[C:26]([C:31]2[CH:40]=[C:39]3[C:34]([C:35](Cl)=[C:36]([C:41]([NH2:43])=[O:42])[CH:37]=[N:38]3)=[CH:33][CH:32]=2)=[CH:25][N:24]=1, predict the reaction product. The product is: [NH2:43][C:41]([C:36]1[CH:37]=[N:38][C:39]2[C:34]([C:35]=1[NH:1][C:2]1[CH:3]=[C:4]([C:18]([OH:20])=[O:19])[CH:5]=[C:6]([C:8]3[CH:13]=[CH:12][C:11]([O:14][CH3:15])=[C:10]([O:16][CH3:17])[CH:9]=3)[CH:7]=1)=[CH:33][CH:32]=[C:31]([C:26]1[C:27]([O:29][CH3:30])=[N:28][C:23]([O:22][CH3:21])=[N:24][CH:25]=1)[CH:40]=2)=[O:42]. (3) Given the reactants [Br:1][C:2]1[CH:7]=[CH:6][C:5]([C@@H:8]2[CH2:18][CH2:17][C:10]3([NH:14]C(=O)N[C:11]3=[O:16])[CH2:9]2)=[CH:4][CH:3]=1.[OH-:19].[Na+].Cl, predict the reaction product. The product is: [NH2:14][C:10]1([C:11]([OH:19])=[O:16])[CH2:17][CH2:18][C@@H:8]([C:5]2[CH:6]=[CH:7][C:2]([Br:1])=[CH:3][CH:4]=2)[CH2:9]1. (4) Given the reactants [N+:1]([O-:4])(O)=[O:2].[F:5][S:6]([F:19])([F:18])([F:17])([F:16])[C:7]1[CH:8]=[C:9]([CH:13]=[CH:14][CH:15]=1)[C:10]([OH:12])=[O:11], predict the reaction product. The product is: [N+:1]([C:14]1[CH:13]=[C:9]([CH:8]=[C:7]([S:6]([F:19])([F:17])([F:5])([F:18])[F:16])[CH:15]=1)[C:10]([OH:12])=[O:11])([O-:4])=[O:2].